This data is from Peptide-MHC class II binding affinity with 134,281 pairs from IEDB. The task is: Regression. Given a peptide amino acid sequence and an MHC pseudo amino acid sequence, predict their binding affinity value. This is MHC class II binding data. The peptide sequence is KLIEKINAGFKAALAAAAGV. The MHC is DRB3_0101 with pseudo-sequence DRB3_0101. The binding affinity (normalized) is 0.137.